Task: Predict the product of the given reaction.. Dataset: Forward reaction prediction with 1.9M reactions from USPTO patents (1976-2016) (1) Given the reactants [Cl:1][C:2]1[CH:7]=[CH:6][CH:5]=[CH:4][C:3]=1[O:8][CH2:9][C:10]([NH:12][NH:13][C:14](=[S:16])[NH2:15])=O.CS(O)(=O)=O, predict the reaction product. The product is: [Cl:1][C:2]1[CH:7]=[CH:6][CH:5]=[CH:4][C:3]=1[O:8][CH2:9][C:10]1[S:16][C:14]([NH2:15])=[N:13][N:12]=1. (2) The product is: [NH2:15][C:8]1[CH:9]=[C:10]([C:11]([O:13][CH3:14])=[O:12])[C:4]2[N:3]=[C:2]([Cl:1])[NH:6][C:5]=2[CH:7]=1. Given the reactants [Cl:1][C:2]1[NH:6][C:5]2[CH:7]=[C:8]([N+:15]([O-])=O)[CH:9]=[C:10]([C:11]([O:13][CH3:14])=[O:12])[C:4]=2[N:3]=1, predict the reaction product.